Dataset: Forward reaction prediction with 1.9M reactions from USPTO patents (1976-2016). Task: Predict the product of the given reaction. (1) Given the reactants C(C1OC[C@H](C2C=CC=CC=2)N=1)(C1OC[C@H](C2C=CC=CC=2)N=1)(C)C.[CH3:26][O:27][C:28]1[CH:33]=[CH:32][C:31]([C:34]([C:58]2[CH:63]=[CH:62][C:61]([O:64][CH3:65])=[CH:60][CH:59]=2)([C:52]2[CH:57]=[CH:56][CH:55]=[CH:54][CH:53]=2)[O:35][CH2:36][C@H:37]2[O:41][C@@H:40]([N:42]3[CH:49]=[CH:48][C:46](=[O:47])[NH:45][C:43]3=[O:44])[C@H:39]([OH:50])[C@@H:38]2[OH:51])=[CH:30][CH:29]=1.[C:66]1([N:72]=[C:73]=[O:74])[CH:71]=[CH:70][CH:69]=[CH:68][CH:67]=1.COC1C=CC(C(C2C=CC(OC)=CC=2)(C2C=CC=CC=2)OC[C@H]2O[C@@H](N3C=CC(=O)NC3=O)[C@H](OC(=O)NC3C=CC=CC=3)[C@@H]2O)=CC=1, predict the reaction product. The product is: [CH3:26][O:27][C:28]1[CH:29]=[CH:30][C:31]([C:34]([C:58]2[CH:59]=[CH:60][C:61]([O:64][CH3:65])=[CH:62][CH:63]=2)([C:52]2[CH:57]=[CH:56][CH:55]=[CH:54][CH:53]=2)[O:35][CH2:36][C@H:37]2[O:41][C@@H:40]([N:42]3[CH:49]=[CH:48][C:46](=[O:47])[NH:45][C:43]3=[O:44])[C@H:39]([OH:50])[C@@H:38]2[O:51][C:73](=[O:74])[NH:72][C:66]2[CH:71]=[CH:70][CH:69]=[CH:68][CH:67]=2)=[CH:32][CH:33]=1. (2) The product is: [CH:14]([S:17][C:18]1[CH:24]=[CH:23][CH:22]=[CH:21][C:19]=1[NH:20][C:2]1[N:7]=[C:6]([S:8][CH3:9])[N:5]=[C:4]2[NH:10][N:11]=[C:12]([CH3:13])[C:3]=12)([CH3:16])[CH3:15]. Given the reactants Cl[C:2]1[N:7]=[C:6]([S:8][CH3:9])[N:5]=[C:4]2[NH:10][N:11]=[C:12]([CH3:13])[C:3]=12.[CH:14]([S:17][C:18]1[CH:24]=[CH:23][CH:22]=[CH:21][C:19]=1[NH2:20])([CH3:16])[CH3:15], predict the reaction product. (3) Given the reactants Br[C:2]1[N:3]=[C:4](/[CH:8]=[CH:9]/[C:10]2[CH:11]=[CH:12][C:13]3[N:14]([C:16]([CH3:23])=[C:17]([C:19]([F:22])([F:21])[F:20])[N:18]=3)[N:15]=2)[N:5]([CH3:7])[CH:6]=1.[NH:24]1[CH2:28][CH2:27][CH2:26][C:25]1=[O:29], predict the reaction product. The product is: [CH3:7][N:5]1[CH:6]=[C:2]([N:24]2[CH2:28][CH2:27][CH2:26][C:25]2=[O:29])[N:3]=[C:4]1/[CH:8]=[CH:9]/[C:10]1[CH:11]=[CH:12][C:13]2[N:14]([C:16]([CH3:23])=[C:17]([C:19]([F:22])([F:21])[F:20])[N:18]=2)[N:15]=1.